Dataset: Forward reaction prediction with 1.9M reactions from USPTO patents (1976-2016). Task: Predict the product of the given reaction. (1) Given the reactants C([Li])CCC.Br[C:7]1[CH:12]=[C:11](C)[CH:10]=[CH:9][C:8]=1[S:14][CH3:15].[B:16](OC(C)C)([O:21]C(C)C)[O:17]C(C)C.Cl.[O:30]1CCC[CH2:31]1, predict the reaction product. The product is: [CH3:31][O:30][C:11]1[CH:10]=[CH:9][C:8]([S:14][CH3:15])=[CH:7][C:12]=1[B:16]([OH:21])[OH:17]. (2) The product is: [F:1][C:2]1[CH:7]=[CH:6][C:5]([F:8])=[CH:4][C:3]=1[C:9]([N:11]1[CH2:16][CH2:15][NH:14][C:13]2[N:17]=[CH:18][C:19]([C:34]3[CH:33]=[CH:32][C:31]([C:29]([N:26]4[CH2:27][CH2:28][N:23]([CH3:22])[CH2:24][CH2:25]4)=[O:30])=[CH:36][CH:35]=3)=[CH:20][C:12]1=2)=[O:10]. Given the reactants [F:1][C:2]1[CH:7]=[CH:6][C:5]([F:8])=[CH:4][C:3]=1[C:9]([N:11]1[CH2:16][CH2:15][NH:14][C:13]2[N:17]=[CH:18][C:19](I)=[CH:20][C:12]1=2)=[O:10].[CH3:22][N:23]1[CH2:28][CH2:27][N:26]([C:29]([C:31]2[CH:36]=[CH:35][C:34](B3OC(C)(C)C(C)(C)O3)=[CH:33][CH:32]=2)=[O:30])[CH2:25][CH2:24]1, predict the reaction product. (3) Given the reactants I[CH2:2][C:3]1([C:12]([O:14][CH2:15][CH3:16])=[O:13])[CH2:8][CH2:7][N:6]([C:9]([O-:11])=[O:10])[CH2:5][CH2:4]1.[CH2:17]([O:21][C:22]1[CH:27]=[CH:26][C:25]([SH:28])=[CH:24][CH:23]=1)[C:18]#[C:19][CH3:20].C([O-])([O-])=O.[K+].[K+], predict the reaction product. The product is: [CH2:17]([O:21][C:22]1[CH:23]=[CH:24][C:25]([S:28][CH2:2][C:3]2([C:12]([O:14][CH2:15][CH3:16])=[O:13])[CH2:8][CH2:7][N:6]([C:9]([O:11][C:3]([CH3:8])([CH3:4])[CH3:2])=[O:10])[CH2:5][CH2:4]2)=[CH:26][CH:27]=1)[C:18]#[C:19][CH3:20]. (4) Given the reactants [OH:1][C:2]1[CH:3]=[C:4]([CH:25]=[CH:26][CH:27]=1)[CH2:5][C:6]1[C:15]2[C:10](=[CH:11][C:12]([O:18][CH3:19])=[C:13]([O:16][CH3:17])[CH:14]=2)[C:9]([C:20]([O:22][CH2:23][CH3:24])=[O:21])=[CH:8][N:7]=1.[Se](=O)=[O:29], predict the reaction product. The product is: [OH:1][C:2]1[CH:3]=[C:4]([CH:25]=[CH:26][CH:27]=1)[C:5]([C:6]1[C:15]2[C:10](=[CH:11][C:12]([O:18][CH3:19])=[C:13]([O:16][CH3:17])[CH:14]=2)[C:9]([C:20]([O:22][CH2:23][CH3:24])=[O:21])=[CH:8][N:7]=1)=[O:29].